Dataset: Full USPTO retrosynthesis dataset with 1.9M reactions from patents (1976-2016). Task: Predict the reactants needed to synthesize the given product. (1) Given the product [N:1]([CH2:4][C:5]([N:16]1[CH2:17][C@H:13]([O:12][C:8]([CH3:11])([CH3:9])[CH3:10])[CH2:14][C@H:15]1[C:18]([NH:20][CH2:21][C:22]1[CH:23]=[CH:24][C:25]([Cl:28])=[CH:26][CH:27]=1)=[O:19])=[O:7])=[N+:2]=[N-:3], predict the reactants needed to synthesize it. The reactants are: [N:1]([CH2:4][C:5]([OH:7])=O)=[N+:2]=[N-:3].[C:8]([O:12][C@H:13]1[CH2:17][NH:16][C@H:15]([C:18]([NH:20][CH2:21][C:22]2[CH:27]=[CH:26][C:25]([Cl:28])=[CH:24][CH:23]=2)=[O:19])[CH2:14]1)([CH3:11])([CH3:10])[CH3:9].CCN(C(C)C)C(C)C.C1C=CC2N(O)N=NC=2C=1.C(Cl)CCl. (2) Given the product [CH3:27][N:28]([CH3:29])[CH2:24][CH2:23][S:20]([NH:19][CH2:18][C:16]1[O:17][C:13]2[CH:12]=[C:11]([C:6]3[C:5]4[C:9](=[CH:10][C:2]([F:1])=[CH:3][CH:4]=4)[NH:8][CH:7]=3)[CH:26]=[CH:25][C:14]=2[N:15]=1)(=[O:22])=[O:21], predict the reactants needed to synthesize it. The reactants are: [F:1][C:2]1[CH:10]=[C:9]2[C:5]([C:6]([C:11]3[CH:26]=[CH:25][C:14]4[N:15]=[C:16]([CH2:18][NH:19][S:20]([CH:23]=[CH2:24])(=[O:22])=[O:21])[O:17][C:13]=4[CH:12]=3)=[CH:7][NH:8]2)=[CH:4][CH:3]=1.[CH3:27][NH:28][CH3:29].Cl. (3) Given the product [S:1]1[CH:5]=[CH:4][CH:3]=[C:2]1[C:6]1[N:10]2[N:11]=[C:12]([O:15][CH:16]([CH2:22][CH3:23])[C:17]([OH:19])=[O:18])[CH:13]=[CH:14][C:9]2=[N:8][N:7]=1, predict the reactants needed to synthesize it. The reactants are: [S:1]1[CH:5]=[CH:4][CH:3]=[C:2]1[C:6]1[N:10]2[N:11]=[C:12]([O:15][CH:16]([CH2:22][CH3:23])[C:17]([O:19]CC)=[O:18])[CH:13]=[CH:14][C:9]2=[N:8][N:7]=1.[OH-].[Na+]. (4) The reactants are: [CH3:1][N:2]([CH3:11])[C:3]1[CH:10]=[CH:9][C:6]([CH:7]=O)=[CH:5][CH:4]=1.[NH2:12][C:13]1[CH:14]=[CH:15][C:16]([CH3:20])=[C:17]([OH:19])[CH:18]=1.C([BH3-])#N.[Na+]. Given the product [CH3:1][N:2]([CH3:11])[C:3]1[CH:10]=[CH:9][C:6]([CH2:7][NH:12][C:13]2[CH:14]=[CH:15][C:16]([CH3:20])=[C:17]([OH:19])[CH:18]=2)=[CH:5][CH:4]=1, predict the reactants needed to synthesize it. (5) Given the product [C:72]([O:78][CH2:70][O:69][C:67]([N:2]([CH2:3][CH2:4][C:5]([N:7]1[CH2:16][CH2:15][C:14]2[C:9](=[CH:10][C:11]([O:19][CH3:20])=[C:12]([O:17][CH3:18])[CH:13]=2)[C:8]21[CH2:25][CH2:24][CH:23]([C:26]([N:28]1[CH2:33][CH2:32][N:31]([C:34]3[C:35]4[N:42]=[N:41][N:40]([CH3:43])[C:36]=4[N:37]=[CH:38][N:39]=3)[CH2:30][CH2:29]1)=[O:27])[CH2:22][CH:21]2[CH:44]1[C:53]2[C:48](=[CH:49][C:50]([O:56][CH3:57])=[C:51]([O:54][CH3:55])[CH:52]=2)[CH2:47][CH2:46][N:45]1[CH2:58][CH3:59])=[O:6])[CH3:1])=[O:68])(=[O:77])[C:73]([CH3:76])([CH3:75])[CH3:74], predict the reactants needed to synthesize it. The reactants are: [CH3:1][NH:2][CH2:3][CH2:4][C:5]([N:7]1[CH2:16][CH2:15][C:14]2[C:9](=[CH:10][C:11]([O:19][CH3:20])=[C:12]([O:17][CH3:18])[CH:13]=2)[C:8]21[CH2:25][CH2:24][CH:23]([C:26]([N:28]1[CH2:33][CH2:32][N:31]([C:34]3[C:35]4[N:42]=[N:41][N:40]([CH3:43])[C:36]=4[N:37]=[CH:38][N:39]=3)[CH2:30][CH2:29]1)=[O:27])[CH2:22][CH:21]2[CH:44]1[C:53]2[C:48](=[CH:49][C:50]([O:56][CH3:57])=[C:51]([O:54][CH3:55])[CH:52]=2)[CH2:47][CH2:46][N:45]1[CH2:58][CH3:59])=[O:6].C(=O)([O-])[O-].[Cs+].[Cs+].Cl[C:67]([O:69][CH2:70]Cl)=[O:68].[C:72]([OH:78])(=[O:77])[C:73]([CH3:76])([CH3:75])[CH3:74]. (6) Given the product [Cl:1][C:2]1[CH:3]=[CH:4][CH:5]=[C:6]2[C:10]=1[N:9]([CH:11]([CH3:13])[CH3:12])[N:8]=[C:7]2[C:14]1[CH:19]=[CH:18][C:17]([OH:20])=[CH:16][C:15]=1[CH3:22], predict the reactants needed to synthesize it. The reactants are: [Cl:1][C:2]1[CH:3]=[CH:4][CH:5]=[C:6]2[C:10]=1[N:9]([CH:11]([CH3:13])[CH3:12])[N:8]=[C:7]2[C:14]1[CH:19]=[CH:18][C:17]([O:20]C)=[CH:16][C:15]=1[CH3:22].B(Br)(Br)Br.C1CCCCC=1. (7) Given the product [CH3:38][O:37]/[N:36]=[C:29](/[C:30]1[CH:35]=[CH:34][CH:33]=[CH:32][CH:31]=1)\[CH2:28][O:27][C:24]1[CH:25]=[CH:26][C:21]([CH2:20][NH:19][C:16]2[CH:17]=[CH:18][C:13]([CH2:12][CH2:11][C:10]([O:9][CH3:8])=[O:39])=[CH:14][CH:15]=2)=[CH:22][CH:23]=1, predict the reactants needed to synthesize it. The reactants are: CO.C1COCC1.[CH3:8][O:9][C:10](=[O:39])[CH2:11][CH2:12][C:13]1[CH:18]=[CH:17][C:16]([NH:19][CH2:20][C:21]2[CH:26]=[CH:25][C:24]([O:27][CH2:28][C:29](=[N:36][O:37][CH3:38])[C:30]3[CH:35]=[CH:34][CH:33]=[CH:32][CH:31]=3)=[CH:23][CH:22]=2)=[CH:15][CH:14]=1.[OH-].[Na+].